This data is from Peptide-MHC class I binding affinity with 185,985 pairs from IEDB/IMGT. The task is: Regression. Given a peptide amino acid sequence and an MHC pseudo amino acid sequence, predict their binding affinity value. This is MHC class I binding data. The peptide sequence is QAKWRLQTL. The MHC is HLA-B51:01 with pseudo-sequence HLA-B51:01. The binding affinity (normalized) is 0.